Dataset: NCI-60 drug combinations with 297,098 pairs across 59 cell lines. Task: Regression. Given two drug SMILES strings and cell line genomic features, predict the synergy score measuring deviation from expected non-interaction effect. (1) Drug 1: C1CC(=O)NC(=O)C1N2CC3=C(C2=O)C=CC=C3N. Drug 2: CC1=C(C=C(C=C1)C(=O)NC2=CC(=CC(=C2)C(F)(F)F)N3C=C(N=C3)C)NC4=NC=CC(=N4)C5=CN=CC=C5. Cell line: CAKI-1. Synergy scores: CSS=3.77, Synergy_ZIP=-5.15, Synergy_Bliss=-6.49, Synergy_Loewe=-2.96, Synergy_HSA=-2.68. (2) Cell line: EKVX. Drug 2: CC(C1=C(C=CC(=C1Cl)F)Cl)OC2=C(N=CC(=C2)C3=CN(N=C3)C4CCNCC4)N. Drug 1: C1=NC2=C(N1)C(=S)N=C(N2)N. Synergy scores: CSS=24.3, Synergy_ZIP=-11.7, Synergy_Bliss=-6.04, Synergy_Loewe=-6.11, Synergy_HSA=-4.19.